Dataset: Reaction yield outcomes from USPTO patents with 853,638 reactions. Task: Predict the reaction yield, written as a fraction of the theoretical maximum amount of product (1.0 means a 100% yield; for example, 0.34 means a 34% yield). The reactants are [CH3:1][C:2]1[CH:7]=[C:6]([CH3:8])[NH:5][C:4](=[O:9])[C:3]=1[CH2:10][NH:11][C:12]([C:14]1[C:15]2[CH:36]=[N:35][N:34]([CH:37]([CH3:39])[CH3:38])[C:16]=2[N:17]=[C:18]([C:20]2[CH2:21][CH2:22][N:23]([C:26]([CH:28]3[CH2:33][CH2:32][NH:31][CH2:30][CH2:29]3)=[O:27])[CH2:24][CH:25]=2)[CH:19]=1)=[O:13].C=O.[BH3-][C:43]#N.[Na+]. The catalyst is CO. The product is [CH3:1][C:2]1[CH:7]=[C:6]([CH3:8])[NH:5][C:4](=[O:9])[C:3]=1[CH2:10][NH:11][C:12]([C:14]1[C:15]2[CH:36]=[N:35][N:34]([CH:37]([CH3:39])[CH3:38])[C:16]=2[N:17]=[C:18]([C:20]2[CH2:21][CH2:22][N:23]([C:26]([CH:28]3[CH2:29][CH2:30][N:31]([CH3:43])[CH2:32][CH2:33]3)=[O:27])[CH2:24][CH:25]=2)[CH:19]=1)=[O:13]. The yield is 0.290.